Dataset: Full USPTO retrosynthesis dataset with 1.9M reactions from patents (1976-2016). Task: Predict the reactants needed to synthesize the given product. (1) Given the product [Cl:1][C:2]1[CH:3]=[C:4]2[C:8](=[C:9]([NH:11][CH:12]3[CH2:16][CH2:15][CH2:14][CH2:13]3)[CH:10]=1)[NH:7][C:6]([C:17]1[S:18][CH2:19][C@@H:20]([CH2:22][CH2:23][N:26]([CH3:27])[CH3:25])[N:21]=1)=[CH:5]2, predict the reactants needed to synthesize it. The reactants are: [Cl:1][C:2]1[CH:3]=[C:4]2[C:8](=[C:9]([NH:11][CH:12]3[CH2:16][CH2:15][CH2:14][CH2:13]3)[CH:10]=1)[NH:7][C:6]([C:17]1[S:18][CH2:19][C@@H:20]([CH2:22][CH2:23]O)[N:21]=1)=[CH:5]2.[CH3:25][NH:26][CH3:27]. (2) Given the product [CH3:15][O:16][C:17]1[CH:18]=[C:19]([CH:20]=[CH:21][CH:22]=1)[NH:23][C:2]1[CH:7]=[C:6]([CH3:8])[N:5]=[C:4]([C:9]2[CH:14]=[CH:13][CH:12]=[CH:11][N:10]=2)[N:3]=1, predict the reactants needed to synthesize it. The reactants are: Cl[C:2]1[CH:7]=[C:6]([CH3:8])[N:5]=[C:4]([C:9]2[CH:14]=[CH:13][CH:12]=[CH:11][N:10]=2)[N:3]=1.[CH3:15][O:16][C:17]1[CH:22]=[CH:21][CH:20]=[C:19]([NH2:23])[CH:18]=1. (3) Given the product [CH3:1][O:2][C:3](=[O:16])[CH:4]([C:5]1[S:6][C:7]([CH3:10])=[CH:8][CH:9]=1)[NH:17][C:18]1[CH:23]=[CH:22][CH:21]=[CH:20][CH:19]=1, predict the reactants needed to synthesize it. The reactants are: [CH3:1][O:2][C:3](=[O:16])[CH:4](OS(C)(=O)=O)[C:5]1[S:6][C:7]([CH3:10])=[CH:8][CH:9]=1.[NH2:17][C:18]1[CH:23]=[CH:22][CH:21]=[CH:20][CH:19]=1.C(N(C(C)C)C(C)C)C.